The task is: Predict the product of the given reaction.. This data is from Forward reaction prediction with 1.9M reactions from USPTO patents (1976-2016). (1) Given the reactants [CH3:1][C:2]1[CH:10]=[CH:9][CH:8]=[C:7]([N+:11]([O-:13])=[O:12])[C:3]=1[C:4]([OH:6])=[O:5].[C:14](OC)(OC)(OC)C, predict the reaction product. The product is: [CH3:1][C:2]1[CH:10]=[CH:9][CH:8]=[C:7]([N+:11]([O-:13])=[O:12])[C:3]=1[C:4]([O:6][CH3:14])=[O:5]. (2) Given the reactants [Cl-].[CH2:2]([O:4][C:5]([C:7]1[N:8]=[C:9]([CH:12]2[CH2:17][CH2:16][CH2:15][NH2+:14][CH2:13]2)[S:10][CH:11]=1)=[O:6])[CH3:3].[CH3:18][C:19]1[N:23]([CH2:24][C:25](O)=[O:26])[N:22]=[C:21]([C:28]([F:31])([F:30])[F:29])[CH:20]=1, predict the reaction product. The product is: [CH3:18][C:19]1[N:23]([CH2:24][C:25]([N:14]2[CH2:15][CH2:16][CH2:17][CH:12]([C:9]3[S:10][CH:11]=[C:7]([C:5]([O:4][CH2:2][CH3:3])=[O:6])[N:8]=3)[CH2:13]2)=[O:26])[N:22]=[C:21]([C:28]([F:30])([F:29])[F:31])[CH:20]=1. (3) Given the reactants [S:1]1[C:6]2=[CH:7][CH:8]=[CH:9][C:5]2=[CH:4][CH:3]=[C:2]1[CH:10]1[C:19]2[C:14](=[CH:15][CH:16]=[C:17]([CH3:20])[CH:18]=2)[CH2:13][CH2:12][N:11]1[CH3:21].[C:22]([OH:29])(=[O:28])/[CH:23]=[CH:24]\[C:25]([OH:27])=[O:26], predict the reaction product. The product is: [C:22]([OH:29])(=[O:28])/[CH:23]=[CH:24]\[C:25]([OH:27])=[O:26].[S:1]1[C:6]2=[CH:7][CH:8]=[CH:9][C:5]2=[CH:4][CH:3]=[C:2]1[CH:10]1[C:19]2[C:14](=[CH:15][CH:16]=[C:17]([CH3:20])[CH:18]=2)[CH2:13][CH2:12][N:11]1[CH3:21]. (4) Given the reactants [N+:1]([O:4][C@@H:5]([CH2:12][O:13][N+:14]([O-:16])=[O:15])[CH2:6][CH2:7][CH2:8][C:9]([OH:11])=[O:10])([O-:3])=[O:2].[C:17](Cl)(=O)[C:18]([Cl:20])=O.C(=O)C, predict the reaction product. The product is: [N+:1]([O:4][C@@H:5]([CH2:12][O:13][N+:14]([O-:16])=[O:15])[CH2:6][CH2:7][CH2:8][C:9]([O:11][CH:18]([Cl:20])[CH3:17])=[O:10])([O-:3])=[O:2]. (5) Given the reactants Cl[C:2]1[N:7]=[C:6]([C:8]2[S:12][C:11]([CH:13]3[CH2:18][CH2:17][O:16][CH2:15][CH2:14]3)=[N:10][C:9]=2[C:19]2[C:20]([F:34])=[C:21]([NH:25][S:26]([C:29]3[CH:33]=[CH:32][O:31][CH:30]=3)(=[O:28])=[O:27])[CH:22]=[CH:23][CH:24]=2)[CH:5]=[CH:4][N:3]=1.[N:35]1([CH2:40][CH2:41][NH2:42])[CH2:39][CH2:38][CH2:37][CH2:36]1, predict the reaction product. The product is: [F:34][C:20]1[C:19]([C:9]2[N:10]=[C:11]([CH:13]3[CH2:18][CH2:17][O:16][CH2:15][CH2:14]3)[S:12][C:8]=2[C:6]2[CH:5]=[CH:4][N:3]=[C:2]([NH:42][CH2:41][CH2:40][N:35]3[CH2:39][CH2:38][CH2:37][CH2:36]3)[N:7]=2)=[CH:24][CH:23]=[CH:22][C:21]=1[NH:25][S:26]([C:29]1[CH:33]=[CH:32][O:31][CH:30]=1)(=[O:28])=[O:27]. (6) Given the reactants CC1CNCC(NC(=O)OC(C)(C)C)C1.ClC1C=CN=CC=1[N+]([O-])=O.CCN(CC)CC.[CH3:33][C@@H:34]1[CH2:39][N:38]([C:40]2[CH:45]=[CH:44][N:43]=[CH:42][C:41]=2[N+:46]([O-:48])=[O:47])[CH2:37][C@@H:36]([NH:49][C:50](=[O:56])[O:51][C:52]([CH3:55])([CH3:54])[CH3:53])[CH2:35]1, predict the reaction product. The product is: [CH3:33][C@H:34]1[CH2:39][N:38]([C:40]2[CH:45]=[CH:44][N:43]=[CH:42][C:41]=2[N+:46]([O-:48])=[O:47])[CH2:37][C@@H:36]([NH:49][C:50](=[O:56])[O:51][C:52]([CH3:55])([CH3:54])[CH3:53])[CH2:35]1. (7) Given the reactants [CH:1]1([N:4]([CH2:39][C:40]2[CH:45]=[C:44]([CH2:46][CH2:47][CH2:48][O:49][CH3:50])[CH:43]=[C:42]([OH:51])[CH:41]=2)[C:5]([C@@H:7]2[C@@H:12]([C:13]3[CH:18]=[CH:17][C:16]([O:19][CH2:20][CH2:21][O:22][C:23]4[C:28]([Cl:29])=[CH:27][C:26]([CH3:30])=[CH:25][C:24]=4[Cl:31])=[CH:15][CH:14]=3)[CH2:11][CH2:10][N:9]([C:32]([O:34][C:35]([CH3:38])([CH3:37])[CH3:36])=[O:33])[CH2:8]2)=[O:6])[CH2:3][CH2:2]1.C(=O)([O-])[O-].[K+].[K+].Cl.Cl[CH2:60][CH2:61][N:62]([CH3:64])[CH3:63], predict the reaction product. The product is: [CH:1]1([N:4]([CH2:39][C:40]2[CH:45]=[C:44]([CH2:46][CH2:47][CH2:48][O:49][CH3:50])[CH:43]=[C:42]([O:51][CH2:60][CH2:61][N:62]([CH3:64])[CH3:63])[CH:41]=2)[C:5]([C@@H:7]2[C@@H:12]([C:13]3[CH:14]=[CH:15][C:16]([O:19][CH2:20][CH2:21][O:22][C:23]4[C:28]([Cl:29])=[CH:27][C:26]([CH3:30])=[CH:25][C:24]=4[Cl:31])=[CH:17][CH:18]=3)[CH2:11][CH2:10][N:9]([C:32]([O:34][C:35]([CH3:38])([CH3:37])[CH3:36])=[O:33])[CH2:8]2)=[O:6])[CH2:3][CH2:2]1. (8) Given the reactants [NH2:1][C:2]1[C:7]([N+:8]([O-:10])=[O:9])=[CH:6][CH:5]=[C:4](Cl)[N:3]=1.[IH:12], predict the reaction product. The product is: [I:12][C:4]1[N:3]=[C:2]([NH2:1])[C:7]([N+:8]([O-:10])=[O:9])=[CH:6][CH:5]=1.